From a dataset of Full USPTO retrosynthesis dataset with 1.9M reactions from patents (1976-2016). Predict the reactants needed to synthesize the given product. (1) Given the product [Cl:1][C:2]1[CH:7]=[CH:6][C:5]([CH:8]([NH:29][C:30]2[CH:31]=[C:32]([CH3:38])[C:33](=[O:37])[N:34]([CH3:36])[CH:35]=2)[C:9]2[C:10]([CH3:27])=[N:11][N:12]([C:19]3[CH:24]=[CH:23][N:22]=[C:21]([O:25][CH3:26])[N:20]=3)[C:13]=2[C:14]([O:16][CH2:17][CH3:18])=[O:15])=[CH:4][CH:3]=1, predict the reactants needed to synthesize it. The reactants are: [Cl:1][C:2]1[CH:7]=[CH:6][C:5]([CH:8](O)[C:9]2[C:10]([CH3:27])=[N:11][N:12]([C:19]3[CH:24]=[CH:23][N:22]=[C:21]([O:25][CH3:26])[N:20]=3)[C:13]=2[C:14]([O:16][CH2:17][CH3:18])=[O:15])=[CH:4][CH:3]=1.[NH2:29][C:30]1[CH:31]=[C:32]([CH3:38])[C:33](=[O:37])[N:34]([CH3:36])[CH:35]=1. (2) Given the product [Cl:19][CH2:13][C:10]1[CH:9]=[CH:8][C:7]([O:6][C:5]2[CH:15]=[CH:16][C:2]([Cl:1])=[CH:3][CH:4]=2)=[N:12][CH:11]=1, predict the reactants needed to synthesize it. The reactants are: [Cl:1][C:2]1[CH:16]=[CH:15][C:5]([O:6][C:7]2[N:12]=[CH:11][C:10]([CH2:13]O)=[CH:9][CH:8]=2)=[CH:4][CH:3]=1.O=S(Cl)[Cl:19]. (3) The reactants are: [CH2:1]([C:5]1[C:6]([CH3:12])=[C:7]([C:10]#[N:11])[S:8][CH:9]=1)[CH:2]([CH3:4])[CH3:3].C([O-])(O)=O.[Na+].Cl.[NH2:19][OH:20]. Given the product [OH:20][NH:19][C:10]([C:7]1[S:8][CH:9]=[C:5]([CH2:1][CH:2]([CH3:4])[CH3:3])[C:6]=1[CH3:12])=[NH:11], predict the reactants needed to synthesize it.